From a dataset of Forward reaction prediction with 1.9M reactions from USPTO patents (1976-2016). Predict the product of the given reaction. (1) The product is: [C:36]([O:35][C@@H:29]1[C@@H:30]([O:31][C:32](=[O:34])[CH3:33])[C@H:24]([O:23][C:20](=[O:22])[CH3:21])[C@@H:25]([O:17]/[C:6](/[C:5]([O:4][CH2:2][CH3:3])=[O:18])=[CH:7]\[C:8]2[CH:13]=[CH:12][CH:11]=[CH:10][C:9]=2[N+:14]([O-:16])=[O:15])[O:27][C@H:28]1[CH2:39][O:40][C:41](=[O:43])[CH3:42])(=[O:38])[CH3:37]. Given the reactants [K].[CH2:2]([O:4][C:5](=[O:18])/[C:6](/[O-:17])=[CH:7]/[C:8]1[CH:13]=[CH:12][CH:11]=[CH:10][C:9]=1[N+:14]([O-:16])=[O:15])[CH3:3].[K+].[C:20]([O:23][C@@H:24]1[C@@H:30]([O:31][C:32](=[O:34])[CH3:33])[C@H:29]([O:35][C:36](=[O:38])[CH3:37])[C@@H:28]([CH2:39][O:40][C:41](=[O:43])[CH3:42])[O:27][C@@H:25]1O)(=[O:22])[CH3:21], predict the reaction product. (2) Given the reactants [CH3:1][C:2]1[N:3]=[C:4](Cl)[C:5]2[N:11]=[C:10]([C:12]3[CH:17]=[CH:16][C:15]([F:18])=[CH:14][CH:13]=3)[CH:9]=[CH:8][C:6]=2[N:7]=1.N.[NH2:21]C1C2N=C(C3C=CC(F)=CC=3)C=CC=2N=CN=1, predict the reaction product. The product is: [CH3:1][C:2]1[N:3]=[C:4]([NH2:21])[C:5]2[N:11]=[C:10]([C:12]3[CH:17]=[CH:16][C:15]([F:18])=[CH:14][CH:13]=3)[CH:9]=[CH:8][C:6]=2[N:7]=1. (3) Given the reactants [SH:1][C:2]1[NH:11][C:10](=[O:12])[C:9]2[C:4](=[CH:5][CH:6]=[CH:7][CH:8]=2)[N:3]=1.Br[CH2:14][C:15](=[O:21])[C:16]([O:18][CH2:19][CH3:20])=[O:17].C(N(CC)CC)C.Cl, predict the reaction product. The product is: [CH2:19]([O:18][C:16](=[O:17])[C:15](=[O:21])[CH2:14][S:1][C:2]1[NH:11][C:10](=[O:12])[C:9]2[C:4](=[CH:5][CH:6]=[CH:7][CH:8]=2)[N:3]=1)[CH3:20]. (4) The product is: [CH:8]([OH:11])=[O:29].[F:12][C:7]1[CH:6]=[C:5]([C@@H:3]([OH:4])[CH2:2][NH:1][CH2:23][CH2:24][CH2:25][CH2:26][CH2:27][CH2:28][O:29][CH2:30][CH2:31][CH2:32][CH2:33][C:34]2[CH:35]=[C:36]([S:40]([NH2:43])(=[O:42])=[O:41])[CH:37]=[CH:38][CH:39]=2)[CH:10]=[CH:9][C:8]=1[OH:11]. Given the reactants [NH2:1][CH2:2][C@@H:3]([C:5]1[CH:10]=[CH:9][C:8]([OH:11])=[C:7]([F:12])[CH:6]=1)[OH:4].C(N(C(C)C)CC)(C)C.Br[CH2:23][CH2:24][CH2:25][CH2:26][CH2:27][CH2:28][O:29][CH2:30][CH2:31][CH2:32][CH2:33][C:34]1[CH:35]=[C:36]([S:40]([NH2:43])(=[O:42])=[O:41])[CH:37]=[CH:38][CH:39]=1, predict the reaction product. (5) Given the reactants [CH3:1][C:2]1[CH:3]=[C:4]([CH:8]=[CH:9][C:10]=1[N:11]1[CH:15]=[CH:14][CH:13]=[CH:12]1)[C:5]([NH2:7])=O.[Br:16]N1C(=O)CCC1=O.O, predict the reaction product. The product is: [Br:16][C:12]1[N:11]([C:10]2[CH:9]=[CH:8][C:4]([C:5]#[N:7])=[CH:3][C:2]=2[CH3:1])[CH:15]=[CH:14][CH:13]=1. (6) Given the reactants [N:1]1[CH:6]=[CH:5][N:4]=[CH:3][C:2]=1[CH:7]([CH3:12])[C:8]([O:10][CH3:11])=[O:9].[Br:13]N1C(=O)CCC1=O.CC(N=NC(C#N)(C)C)(C#N)C, predict the reaction product. The product is: [Br:13][C:7]([C:2]1[CH:3]=[N:4][CH:5]=[CH:6][N:1]=1)([CH3:12])[C:8]([O:10][CH3:11])=[O:9]. (7) Given the reactants [N:1]1[C:10]2[C:5](=[CH:6][CH:7]=[C:8]([O:11][C:12]3[N:17]=[CH:16][N:15]=[C:14]([C:18]4[CH:23]=[CH:22][C:21]([C:24]([F:27])([F:26])[F:25])=[CH:20][C:19]=4[NH2:28])[CH:13]=3)[CH:9]=2)[CH:4]=[CH:3][CH:2]=1.C(N(CC)C(C)C)(C)C.[CH3:38][S:39](Cl)(=[O:41])=[O:40].C([O-])(O)=O.[Na+].C([O-])([O-])=O.[K+].[K+], predict the reaction product. The product is: [N:1]1[C:10]2[C:5](=[CH:6][CH:7]=[C:8]([O:11][C:12]3[N:17]=[CH:16][N:15]=[C:14]([C:18]4[CH:23]=[CH:22][C:21]([C:24]([F:25])([F:27])[F:26])=[CH:20][C:19]=4[NH:28][S:39]([CH3:38])(=[O:41])=[O:40])[CH:13]=3)[CH:9]=2)[CH:4]=[CH:3][CH:2]=1. (8) Given the reactants C1C[O:17][C:3]([CH2:8][CH2:9][CH2:10][CH2:11][CH2:12][CH2:13][CH2:14][CH2:15][CH3:16])([CH2:4][C:5]([OH:7])=O)O1.Cl.[NH2:20][C@@H:21]1[CH2:25][CH2:24][CH2:23][C@H:22]1[OH:26].C(Cl)CCl.CCN(C(C)C)C(C)C, predict the reaction product. The product is: [OH:26][C@@H:22]1[CH2:23][CH2:24][CH2:25][C@H:21]1[NH:20][C:5](=[O:7])[CH2:4][C:3](=[O:17])[CH2:8][CH2:9][CH2:10][CH2:11][CH2:12][CH2:13][CH2:14][CH2:15][CH3:16].